Predict the reactants needed to synthesize the given product. From a dataset of Full USPTO retrosynthesis dataset with 1.9M reactions from patents (1976-2016). (1) Given the product [NH2:13][CH2:12][C:11]([NH:10][O:9][CH2:2][C:3]1[CH:8]=[CH:7][CH:6]=[CH:5][CH:4]=1)=[O:21], predict the reactants needed to synthesize it. The reactants are: Cl.[CH2:2]([O:9][NH:10][C:11](=[O:21])[CH2:12][NH:13]C(=O)OC(C)(C)C)[C:3]1[CH:8]=[CH:7][CH:6]=[CH:5][CH:4]=1. (2) Given the product [NH2:1][C:2]1[C:7]([C:8]2[CH:9]=[C:10]([CH:15]=[C:16]([OH:18])[CH:17]=2)[C:11]([OH:13])=[O:12])=[C:6]([NH:19][C@H:20]([C:22]2[N:27]([C:28]3[CH:33]=[CH:32][CH:31]=[CH:30][CH:29]=3)[C:26](=[O:34])[C:25]3=[C:35]([CH3:38])[CH:36]=[CH:37][N:24]3[N:23]=2)[CH3:21])[N:5]=[CH:4][N:3]=1, predict the reactants needed to synthesize it. The reactants are: [NH2:1][C:2]1[C:7]([C:8]2[CH:9]=[C:10]([CH:15]=[C:16]([OH:18])[CH:17]=2)[C:11]([O:13]C)=[O:12])=[C:6]([NH:19][C@H:20]([C:22]2[N:27]([C:28]3[CH:33]=[CH:32][CH:31]=[CH:30][CH:29]=3)[C:26](=[O:34])[C:25]3=[C:35]([CH3:38])[CH:36]=[CH:37][N:24]3[N:23]=2)[CH3:21])[N:5]=[CH:4][N:3]=1.[OH-].[Li+]. (3) Given the product [NH2:24][C:13]1[C:14]2[C:19](=[CH:18][C:17]([C:22]#[N:23])=[CH:16][CH:15]=2)[CH:20]=[CH:21][N:12]=1, predict the reactants needed to synthesize it. The reactants are: COC1C=CC(OC)=CC=1C[N:12]1[CH:21]=[CH:20][C:19]2[C:14](=[CH:15][CH:16]=[C:17]([C:22]#[N:23])[CH:18]=2)[C:13]1=[NH:24].C1(OC)C=CC=CC=1. (4) The reactants are: CC(C)([O-])C.[K+].[CH3:7][C:8]1[CH:13]=[CH:12][C:11]([SH:14])=[CH:10][CH:9]=1.[Br:15][C:16]1[CH:21]=[CH:20][CH:19]=[CH:18][C:17]=1Br.O. Given the product [C:8]1([CH3:7])[CH:13]=[CH:12][C:11]([S:14][C:17]2[CH:18]=[CH:19][CH:20]=[CH:21][C:16]=2[Br:15])=[CH:10][CH:9]=1, predict the reactants needed to synthesize it. (5) Given the product [CH3:14][NH:15][C:16]1[O:13][C:11]([C:1]2[C:10]3[C:5](=[CH:6][CH:7]=[CH:8][CH:9]=3)[CH:4]=[CH:3][CH:2]=2)=[N:19][N:18]=1, predict the reactants needed to synthesize it. The reactants are: [C:1]1([C:11]([OH:13])=O)[C:10]2[C:5](=[CH:6][CH:7]=[CH:8][CH:9]=2)[CH:4]=[CH:3][CH:2]=1.[CH3:14][NH:15][C:16]([NH:18][NH2:19])=S.C(Cl)CCl. (6) Given the product [C:1]([O:5][C:6]([N:8]1[CH2:13][CH2:12][CH2:11][CH2:10][CH:9]1[C:14](=[O:16])[NH:33][CH:34]1[CH2:38][C:37](=[O:39])[O:36][CH:35]1[O:40][CH2:41][C:42]1[CH:47]=[CH:46][CH:45]=[CH:44][CH:43]=1)=[O:7])([CH3:2])([CH3:3])[CH3:4], predict the reactants needed to synthesize it. The reactants are: [C:1]([O:5][C:6]([N:8]1[CH2:13][CH2:12][CH2:11][CH2:10][CH:9]1[C:14]([OH:16])=O)=[O:7])([CH3:4])([CH3:3])[CH3:2].C(OC(=O)NC(C)C(N1CCCC1C(=O)[NH:33][CH:34]1[CH2:38][C:37](=[O:39])[O:36][CH:35]1[O:40][CH2:41][C:42]1[CH:47]=[CH:46][CH:45]=[CH:44][CH:43]=1)=O)(C)(C)C.